This data is from NCI-60 drug combinations with 297,098 pairs across 59 cell lines. The task is: Regression. Given two drug SMILES strings and cell line genomic features, predict the synergy score measuring deviation from expected non-interaction effect. (1) Drug 1: C1=NC(=NC(=O)N1C2C(C(C(O2)CO)O)O)N. Drug 2: CS(=O)(=O)OCCCCOS(=O)(=O)C. Cell line: NCIH23. Synergy scores: CSS=9.52, Synergy_ZIP=-2.39, Synergy_Bliss=1.37, Synergy_Loewe=1.39, Synergy_HSA=1.96. (2) Drug 1: C1CCC(C1)C(CC#N)N2C=C(C=N2)C3=C4C=CNC4=NC=N3. Drug 2: C1=CC=C(C=C1)NC(=O)CCCCCCC(=O)NO. Cell line: MOLT-4. Synergy scores: CSS=34.0, Synergy_ZIP=-2.79, Synergy_Bliss=-3.37, Synergy_Loewe=-24.7, Synergy_HSA=-2.75. (3) Drug 1: CC(CN1CC(=O)NC(=O)C1)N2CC(=O)NC(=O)C2. Drug 2: COC1=CC(=CC(=C1O)OC)C2C3C(COC3=O)C(C4=CC5=C(C=C24)OCO5)OC6C(C(C7C(O6)COC(O7)C8=CC=CS8)O)O. Cell line: BT-549. Synergy scores: CSS=36.2, Synergy_ZIP=-0.152, Synergy_Bliss=-0.00793, Synergy_Loewe=-12.3, Synergy_HSA=3.13. (4) Drug 1: CCC(=C(C1=CC=CC=C1)C2=CC=C(C=C2)OCCN(C)C)C3=CC=CC=C3.C(C(=O)O)C(CC(=O)O)(C(=O)O)O. Drug 2: CC1C(C(CC(O1)OC2CC(CC3=C2C(=C4C(=C3O)C(=O)C5=C(C4=O)C(=CC=C5)OC)O)(C(=O)CO)O)N)O.Cl. Cell line: HS 578T. Synergy scores: CSS=42.1, Synergy_ZIP=6.96, Synergy_Bliss=5.85, Synergy_Loewe=-1.63, Synergy_HSA=7.47. (5) Drug 1: CCC1=CC2CC(C3=C(CN(C2)C1)C4=CC=CC=C4N3)(C5=C(C=C6C(=C5)C78CCN9C7C(C=CC9)(C(C(C8N6C)(C(=O)OC)O)OC(=O)C)CC)OC)C(=O)OC.C(C(C(=O)O)O)(C(=O)O)O. Drug 2: C1=CN(C=N1)CC(O)(P(=O)(O)O)P(=O)(O)O. Cell line: NCI/ADR-RES. Synergy scores: CSS=3.66, Synergy_ZIP=-1.79, Synergy_Bliss=-0.363, Synergy_Loewe=0.380, Synergy_HSA=0.204. (6) Drug 1: C1=CC=C(C(=C1)C(C2=CC=C(C=C2)Cl)C(Cl)Cl)Cl. Drug 2: C#CCC(CC1=CN=C2C(=N1)C(=NC(=N2)N)N)C3=CC=C(C=C3)C(=O)NC(CCC(=O)O)C(=O)O. Cell line: SK-OV-3. Synergy scores: CSS=-5.69, Synergy_ZIP=2.58, Synergy_Bliss=-0.457, Synergy_Loewe=-3.45, Synergy_HSA=-4.11. (7) Drug 1: COC1=CC(=CC(=C1O)OC)C2C3C(COC3=O)C(C4=CC5=C(C=C24)OCO5)OC6C(C(C7C(O6)COC(O7)C8=CC=CS8)O)O. Drug 2: C1=NC2=C(N1)C(=S)N=CN2. Cell line: KM12. Synergy scores: CSS=18.2, Synergy_ZIP=-9.12, Synergy_Bliss=-10.5, Synergy_Loewe=-7.31, Synergy_HSA=-5.43. (8) Drug 1: CC1C(C(=O)NC(C(=O)N2CCCC2C(=O)N(CC(=O)N(C(C(=O)O1)C(C)C)C)C)C(C)C)NC(=O)C3=C4C(=C(C=C3)C)OC5=C(C(=O)C(=C(C5=N4)C(=O)NC6C(OC(=O)C(N(C(=O)CN(C(=O)C7CCCN7C(=O)C(NC6=O)C(C)C)C)C)C(C)C)C)N)C. Drug 2: CC12CCC3C(C1CCC2OP(=O)(O)O)CCC4=C3C=CC(=C4)OC(=O)N(CCCl)CCCl.[Na+]. Cell line: 786-0. Synergy scores: CSS=26.0, Synergy_ZIP=5.48, Synergy_Bliss=8.51, Synergy_Loewe=-14.0, Synergy_HSA=8.89.